This data is from Forward reaction prediction with 1.9M reactions from USPTO patents (1976-2016). The task is: Predict the product of the given reaction. (1) Given the reactants [NH2:1][C:2]1[N:7]=[C:6](S(C)=O)[C:5]([C:11]2[CH:12]=[CH:13][C:14](=[O:20])[N:15]([CH:17]([CH3:19])[CH3:18])[N:16]=2)=[C:4]([C:21]2[CH:26]=[CH:25][CH:24]=[CH:23][CH:22]=2)[N:3]=1.[F-:27].[K+].O, predict the reaction product. The product is: [NH2:1][C:2]1[N:7]=[C:6]([F:27])[C:5]([C:11]2[CH:12]=[CH:13][C:14](=[O:20])[N:15]([CH:17]([CH3:19])[CH3:18])[N:16]=2)=[C:4]([C:21]2[CH:26]=[CH:25][CH:24]=[CH:23][CH:22]=2)[N:3]=1. (2) The product is: [ClH:1].[ClH:1].[F:21][C:22]1[CH:27]=[C:26]([C:2]2[CH:11]=[C:10]3[C:5]([C:6]([NH:18][CH3:19])=[N:7][C:8]([C:12]4[CH:13]=[N:14][CH:15]=[CH:16][CH:17]=4)=[N:9]3)=[CH:4][C:3]=2[CH3:20])[CH:25]=[CH:24][CH:23]=1. Given the reactants [Cl:1][C:2]1[CH:11]=[C:10]2[C:5]([C:6]([NH:18][CH3:19])=[N:7][C:8]([C:12]3[CH:13]=[N:14][CH:15]=[CH:16][CH:17]=3)=[N:9]2)=[CH:4][C:3]=1[CH3:20].[F:21][C:22]1[CH:23]=[C:24](B(O)O)[CH:25]=[CH:26][CH:27]=1.C1(P(C2CCCCC2)C2C=CC=CC=2C2C(OC)=CC=CC=2OC)CCCCC1.[O-]P([O-])([O-])=O.[K+].[K+].[K+], predict the reaction product. (3) Given the reactants [ClH:1].[N:2]1([CH:15]2[CH2:20][CH2:19][CH2:18][NH:17][CH2:16]2)[C:13]2=[C:14]3[C:9](=[CH:10][CH:11]=[CH:12]2)[CH:8]=[N:7][CH:6]=[C:5]3[CH2:4][CH2:3]1.Br[CH2:22][CH2:23][CH2:24][NH:25]C(=O)OC(C)(C)C, predict the reaction product. The product is: [NH2:25][CH2:24][CH2:23][CH2:22][N:17]1[CH2:18][CH2:19][CH2:20][CH:15]([N:2]2[C:13]3=[C:14]4[C:9](=[CH:10][CH:11]=[CH:12]3)[CH:8]=[N:7][CH:6]=[C:5]4[CH2:4][CH2:3]2)[CH2:16]1.[ClH:1]. (4) Given the reactants Br[C:2]1[CH:7]=[CH:6][CH:5]=[C:4]([N+:8]([O-:10])=[O:9])[C:3]=1[NH:11][C:12](=[O:14])[CH3:13].CC1(C)C(C)(C)OB([C:23]2[CH:24]=[N:25][CH:26]=[CH:27][CH:28]=2)O1.C(=O)([O-])[O-].[Na+].[Na+], predict the reaction product. The product is: [N+:8]([C:4]1[CH:5]=[CH:6][CH:7]=[C:2]([C:23]2[CH:24]=[N:25][CH:26]=[CH:27][CH:28]=2)[C:3]=1[NH:11][C:12](=[O:14])[CH3:13])([O-:10])=[O:9]. (5) The product is: [Br:12][C:5]1[CH:6]=[C:7]([CH3:8])[C:2]([CH3:1])=[C:3]([CH:4]=1)[NH2:9]. Given the reactants [CH3:1][C:2]1[C:7]([CH3:8])=[CH:6][CH:5]=[CH:4][C:3]=1[N+:9]([O-])=O.[Br:12]Br, predict the reaction product.